From a dataset of Forward reaction prediction with 1.9M reactions from USPTO patents (1976-2016). Predict the product of the given reaction. (1) The product is: [CH3:9][N:10]([CH2:12][C:13]1[C:21]2[O:20][N:19]=[C:18]([CH2:22][CH2:23][CH:24]3[CH2:29][CH2:28][N:27]([CH2:7][C:2]4[CH:3]=[CH:4][CH:5]=[CH:6][N:1]=4)[CH2:26][CH2:25]3)[C:17]=2[CH:16]=[CH:15][C:14]=1[O:30][CH2:31][CH:32]1[CH2:33][CH2:34]1)[CH3:11]. Given the reactants [N:1]1[CH:6]=[CH:5][CH:4]=[CH:3][C:2]=1[CH:7]=O.[CH3:9][N:10]([CH2:12][C:13]1[C:21]2[O:20][N:19]=[C:18]([CH2:22][CH2:23][CH:24]3[CH2:29][CH2:28][NH:27][CH2:26][CH2:25]3)[C:17]=2[CH:16]=[CH:15][C:14]=1[O:30][CH2:31][CH:32]1[CH2:34][CH2:33]1)[CH3:11], predict the reaction product. (2) Given the reactants [CH3:1][C:2]1[N:7]=[C:6]([NH2:8])[CH:5]=[CH:4][CH:3]=1.[CH3:9][C:10]1[N:15]=[C:14]([C:16](O)=[O:17])[CH:13]=[CH:12][CH:11]=1, predict the reaction product. The product is: [CH3:9][C:10]1[N:15]=[C:14]([C:16]([NH:8][C:6]2[CH:5]=[CH:4][CH:3]=[C:2]([CH3:1])[N:7]=2)=[O:17])[CH:13]=[CH:12][CH:11]=1.